From a dataset of Peptide-MHC class II binding affinity with 134,281 pairs from IEDB. Regression. Given a peptide amino acid sequence and an MHC pseudo amino acid sequence, predict their binding affinity value. This is MHC class II binding data. (1) The peptide sequence is ISEAGQAMASTEGNV. The MHC is HLA-DQA10101-DQB10501 with pseudo-sequence HLA-DQA10101-DQB10501. The binding affinity (normalized) is 0. (2) The peptide sequence is GQQRVFKEKVDTRAK. The MHC is HLA-DQA10201-DQB10301 with pseudo-sequence HLA-DQA10201-DQB10301. The binding affinity (normalized) is 0. (3) The peptide sequence is DTFRKDFRVYDNFLR. The MHC is DRB3_0101 with pseudo-sequence DRB3_0101. The binding affinity (normalized) is 0.0940. (4) The peptide sequence is LDPVIYDSKFEKQLG. The MHC is DRB1_0301 with pseudo-sequence DRB1_0301. The binding affinity (normalized) is 0.686. (5) The peptide sequence is SADLELSWNLNGLQAY. The MHC is HLA-DQA10101-DQB10501 with pseudo-sequence HLA-DQA10101-DQB10501. The binding affinity (normalized) is 0.658. (6) The MHC is HLA-DQA10102-DQB10501 with pseudo-sequence HLA-DQA10102-DQB10501. The binding affinity (normalized) is 0.343. The peptide sequence is SVGTGNCTTNILEAK. (7) The MHC is HLA-DQA10201-DQB10202 with pseudo-sequence HLA-DQA10201-DQB10202. The binding affinity (normalized) is 0.195. The peptide sequence is GAMVATNFFGINTIP.